Dataset: Peptide-MHC class I binding affinity with 185,985 pairs from IEDB/IMGT. Task: Regression. Given a peptide amino acid sequence and an MHC pseudo amino acid sequence, predict their binding affinity value. This is MHC class I binding data. The peptide sequence is WAIQCYTGV. The MHC is HLA-A68:02 with pseudo-sequence HLA-A68:02. The binding affinity (normalized) is 0.710.